Predict the reaction yield, written as a fraction of the theoretical maximum amount of product (1.0 means a 100% yield; for example, 0.34 means a 34% yield). From a dataset of Reaction yield outcomes from USPTO patents with 853,638 reactions. The yield is 0.0400. The reactants are [NH2:1][C:2]1[C:3]2[C:10]([C:11]3[CH:16]=[CH:15][C:14]([O:17][C:18]4[CH:23]=[CH:22][CH:21]=[CH:20][CH:19]=4)=[CH:13][CH:12]=3)=[C:9]([CH3:24])[N:8]([CH2:25][C@@H:26]3[CH2:30][CH2:29][CH2:28][N:27]3[C:31](=[O:35])[CH2:32][C:33]#[N:34])[C:4]=2[N:5]=[CH:6][N:7]=1.[CH3:36][N:37]([CH3:43])[C:38]([CH3:42])([CH3:41])[CH:39]=O.C(O)(=O)C.N1CCCCC1. The catalyst is CCO. The product is [NH2:1][C:2]1[C:3]2[C:10]([C:11]3[CH:16]=[CH:15][C:14]([O:17][C:18]4[CH:19]=[CH:20][CH:21]=[CH:22][CH:23]=4)=[CH:13][CH:12]=3)=[C:9]([CH3:24])[N:8]([CH2:25][C@@H:26]3[CH2:30][CH2:29][CH2:28][N:27]3[C:31]([C:32](=[CH:39][C:38]([N:37]([CH3:43])[CH3:36])([CH3:42])[CH3:41])[C:33]#[N:34])=[O:35])[C:4]=2[N:5]=[CH:6][N:7]=1.